From a dataset of NCI-60 drug combinations with 297,098 pairs across 59 cell lines. Regression. Given two drug SMILES strings and cell line genomic features, predict the synergy score measuring deviation from expected non-interaction effect. (1) Drug 1: CS(=O)(=O)CCNCC1=CC=C(O1)C2=CC3=C(C=C2)N=CN=C3NC4=CC(=C(C=C4)OCC5=CC(=CC=C5)F)Cl. Cell line: NCIH23. Drug 2: C1CC(CNC1)C2=CC=C(C=C2)N3C=C4C=CC=C(C4=N3)C(=O)N. Synergy scores: CSS=40.0, Synergy_ZIP=-5.67, Synergy_Bliss=-3.68, Synergy_Loewe=-2.59, Synergy_HSA=0.890. (2) Drug 1: C(=O)(N)NO. Drug 2: CS(=O)(=O)OCCCCOS(=O)(=O)C. Cell line: U251. Synergy scores: CSS=-2.63, Synergy_ZIP=12.7, Synergy_Bliss=26.8, Synergy_Loewe=-0.521, Synergy_HSA=2.93. (3) Synergy scores: CSS=6.00, Synergy_ZIP=-1.47, Synergy_Bliss=4.83, Synergy_Loewe=-8.63, Synergy_HSA=1.77. Cell line: RXF 393. Drug 1: CN1CCC(CC1)COC2=C(C=C3C(=C2)N=CN=C3NC4=C(C=C(C=C4)Br)F)OC. Drug 2: CN(C)C1=NC(=NC(=N1)N(C)C)N(C)C. (4) Drug 1: C1C(C(OC1N2C=NC3=C(N=C(N=C32)Cl)N)CO)O. Drug 2: C1=NC(=NC(=O)N1C2C(C(C(O2)CO)O)O)N. Cell line: 786-0. Synergy scores: CSS=8.68, Synergy_ZIP=-6.25, Synergy_Bliss=-0.653, Synergy_Loewe=-11.8, Synergy_HSA=-2.65. (5) Drug 1: COC1=NC(=NC2=C1N=CN2C3C(C(C(O3)CO)O)O)N. Drug 2: C1=NC(=NC(=O)N1C2C(C(C(O2)CO)O)O)N. Cell line: SNB-19. Synergy scores: CSS=-2.65, Synergy_ZIP=3.34, Synergy_Bliss=0.410, Synergy_Loewe=-34.7, Synergy_HSA=-13.5. (6) Drug 1: C1=CC(=CC=C1CC(C(=O)O)N)N(CCCl)CCCl.Cl. Drug 2: C1CCC(C(C1)N)N.C(=O)(C(=O)[O-])[O-].[Pt+4]. Cell line: SN12C. Synergy scores: CSS=2.24, Synergy_ZIP=-5.32, Synergy_Bliss=-4.53, Synergy_Loewe=-5.06, Synergy_HSA=-5.02. (7) Drug 1: CC1=C(C=C(C=C1)NC2=NC=CC(=N2)N(C)C3=CC4=NN(C(=C4C=C3)C)C)S(=O)(=O)N.Cl. Drug 2: CN(CCCl)CCCl.Cl. Cell line: U251. Synergy scores: CSS=28.7, Synergy_ZIP=-5.74, Synergy_Bliss=-1.48, Synergy_Loewe=-0.113, Synergy_HSA=0.0195. (8) Cell line: RXF 393. Synergy scores: CSS=23.5, Synergy_ZIP=1.06, Synergy_Bliss=1.26, Synergy_Loewe=-13.1, Synergy_HSA=0.454. Drug 1: CCC1=CC2CC(C3=C(CN(C2)C1)C4=CC=CC=C4N3)(C5=C(C=C6C(=C5)C78CCN9C7C(C=CC9)(C(C(C8N6C)(C(=O)OC)O)OC(=O)C)CC)OC)C(=O)OC.C(C(C(=O)O)O)(C(=O)O)O. Drug 2: CCN(CC)CCNC(=O)C1=C(NC(=C1C)C=C2C3=C(C=CC(=C3)F)NC2=O)C.